This data is from Forward reaction prediction with 1.9M reactions from USPTO patents (1976-2016). The task is: Predict the product of the given reaction. Given the reactants [N:1]12[CH2:8][CH2:7][CH:4]([CH2:5][CH2:6]1)[C@@H:3]([O:9][C:10]1[N:15]=[N:14][C:13]([C:16]3[CH:17]=[C:18]4[C:22](=[CH:23][CH:24]=3)[NH:21][CH:20]=[CH:19]4)=[CH:12][CH:11]=1)[CH2:2]2.[C:25]([OH:32])(=[O:31])/[CH:26]=[CH:27]/[C:28]([OH:30])=[O:29], predict the reaction product. The product is: [C:25]([OH:32])(=[O:31])/[CH:26]=[CH:27]/[C:28]([OH:30])=[O:29].[N:1]12[CH2:8][CH2:7][CH:4]([CH2:5][CH2:6]1)[C@@H:3]([O:9][C:10]1[N:15]=[N:14][C:13]([C:16]3[CH:17]=[C:18]4[C:22](=[CH:23][CH:24]=3)[NH:21][CH:20]=[CH:19]4)=[CH:12][CH:11]=1)[CH2:2]2.